From a dataset of Full USPTO retrosynthesis dataset with 1.9M reactions from patents (1976-2016). Predict the reactants needed to synthesize the given product. Given the product [C:1]([C:3]1[CH:11]=[CH:10][C:6]([C:7]([N:13]2[C:19]3[CH:20]=[CH:21][CH:22]=[CH:23][C:18]=3[NH:17][CH2:16][CH2:15][CH2:14]2)=[O:9])=[CH:5][C:4]=1[CH3:12])#[N:2], predict the reactants needed to synthesize it. The reactants are: [C:1]([C:3]1[CH:11]=[CH:10][C:6]([C:7]([OH:9])=O)=[CH:5][C:4]=1[CH3:12])#[N:2].[NH:13]1[C:19]2[CH:20]=[CH:21][CH:22]=[CH:23][C:18]=2[NH:17][CH2:16][CH2:15][CH2:14]1.